From a dataset of Full USPTO retrosynthesis dataset with 1.9M reactions from patents (1976-2016). Predict the reactants needed to synthesize the given product. (1) The reactants are: Cl[C:2]1[C:3]2[N:4]([N:8]=[N:9][N:10]=2)[CH:5]=[CH:6][N:7]=1.[CH3:11][N:12]1[CH2:17][CH2:16][NH:15][CH2:14][CH2:13]1.O=[Si]=O.[OH-].[Na+]. Given the product [CH3:11][N:12]1[CH2:17][CH2:16][N:15]([C:2]2[C:3]3[N:4]([N:8]=[N:9][N:10]=3)[CH:5]=[CH:6][N:7]=2)[CH2:14][CH2:13]1, predict the reactants needed to synthesize it. (2) Given the product [C:1]([O:5][C:6]([N:8]1[CH:12]2[CH2:13][CH2:14][CH2:15][CH:11]2[N:10]([CH2:18][CH2:19][O:20][CH3:21])[C:9]1=[O:16])=[O:7])([CH3:4])([CH3:2])[CH3:3], predict the reactants needed to synthesize it. The reactants are: [C:1]([O:5][C:6]([N:8]1[CH:12]2[CH2:13][CH2:14][CH2:15][CH:11]2[NH:10][C:9]1=[O:16])=[O:7])([CH3:4])([CH3:3])[CH3:2].Br[CH2:18][CH2:19][O:20][CH3:21]. (3) The reactants are: [F:1][C:2]1[CH:28]=[CH:27][C:5]([C:6]([N:8]2[CH2:21][CH2:20][C:19]3[C:18]4[CH:17]=[CH:16][CH:15]=[CH:14][C:13]=4[NH:12][C:11]=3[C:10]([C:22]([O:24][CH2:25][CH3:26])=[O:23])=[CH:9]2)=[O:7])=[CH:4][CH:3]=1.ClC1C(=O)C(C#N)=C(C#N)C(=[O:37])C=1Cl. Given the product [CH2:25]([O:24][C:22]([C:10]1[C:11]2[NH:12][C:13]3[CH:14]=[CH:15][CH:16]=[CH:17][C:18]=3[C:19]=2[C:20](=[O:37])[CH2:21][N:8]([C:6](=[O:7])[C:5]2[CH:4]=[CH:3][C:2]([F:1])=[CH:28][CH:27]=2)[CH:9]=1)=[O:23])[CH3:26], predict the reactants needed to synthesize it. (4) Given the product [CH3:21][O:20][C:18]([C:17]1[CH:22]=[CH:23][CH:24]=[CH:25][C:16]=1[S:13]([NH:6][C:11]1[CH:24]=[CH:25][C:16]2[C:9](=[CH:8][CH:7]=[CH:22][CH:17]=2)[C:10]=1[C:18]([O:20][CH3:21])=[O:19])(=[O:15])=[O:14])=[O:19], predict the reactants needed to synthesize it. The reactants are: Cl[Si](C)(C)C.[N:6]1[CH:11]=[CH:10][CH:9]=[CH:8][CH:7]=1.Cl[S:13]([C:16]1[CH:25]=[CH:24][CH:23]=[CH:22][C:17]=1[C:18]([O:20][CH3:21])=[O:19])(=[O:15])=[O:14].Cl. (5) Given the product [CH:21]1[C:20](=[O:22])[CH2:19][CH:5]2[CH2:6][CH2:7][C:8]3[C:13](=[CH:12][CH:11]=[CH:10][CH:9]=3)[C:4]=12, predict the reactants needed to synthesize it. The reactants are: [OH-].[K+].O=[C:4]1[C:13]2[C:8](=[CH:9][CH:10]=[CH:11][CH:12]=2)[CH2:7][CH2:6][C:5]1([CH2:19][C:20](=[O:22])[CH3:21])C(OCC)=O. (6) Given the product [C:28]([CH2:27][N:24]1[CH2:25][CH2:26][CH:21]([C:18]2[CH:19]=[CH:20][C:15]([NH:14][C:7]3[N:6]=[C:5]([NH:4][CH:1]4[CH2:3][CH2:2]4)[C:10]([C:11]([NH2:13])=[O:12])=[CH:9][N:8]=3)=[CH:16][CH:17]=2)[CH2:22][CH2:23]1)#[N:29], predict the reactants needed to synthesize it. The reactants are: [CH:1]1([NH:4][C:5]2[C:10]([C:11]([NH2:13])=[O:12])=[CH:9][N:8]=[C:7]([NH:14][C:15]3[CH:20]=[CH:19][C:18]([CH:21]4[CH2:26][CH2:25][NH:24][CH2:23][CH2:22]4)=[CH:17][CH:16]=3)[N:6]=2)[CH2:3][CH2:2]1.[CH3:27][CH2:28][N:29](C(C)C)C(C)C.BrCC#N. (7) Given the product [Br:8][C:14]1[CH:13]=[CH:12][C:11]([O:10][CH3:9])=[C:20]2[C:15]=1[CH:16]=[N:17][CH:18]=[N:19]2, predict the reactants needed to synthesize it. The reactants are: C1C(=O)N([Br:8])C(=O)C1.[CH3:9][O:10][C:11]1[CH:12]=[CH:13][CH:14]=[C:15]2[C:20]=1[N:19]=[CH:18][N:17]=[CH:16]2.C(=O)([O-])O.[Na+].